Dataset: Reaction yield outcomes from USPTO patents with 853,638 reactions. Task: Predict the reaction yield, written as a fraction of the theoretical maximum amount of product (1.0 means a 100% yield; for example, 0.34 means a 34% yield). (1) The reactants are [CH:1]([C:4]1[CH:9]=[C:8]([CH:10]([CH3:12])[CH3:11])[CH:7]=[C:6]([CH:13]([CH3:15])[CH3:14])[C:5]=1[C:16]1[CH:21]=[CH:20][CH:19]=[CH:18][C:17]=1[PH2:22])([CH3:3])[CH3:2].[CH3:23][C:24](=[CH:26][C:27](=[O:32])[CH:28]=[C:29]([CH3:31])[CH3:30])[CH3:25]. No catalyst specified. The product is [CH3:30][C:29]1([CH3:31])[CH2:28][C:27](=[O:32])[CH2:26][C:24]([CH3:25])([CH3:23])[P:22]1[C:17]1[CH:18]=[CH:19][CH:20]=[CH:21][C:16]=1[C:5]1[C:6]([CH:13]([CH3:14])[CH3:15])=[CH:7][C:8]([CH:10]([CH3:11])[CH3:12])=[CH:9][C:4]=1[CH:1]([CH3:2])[CH3:3]. The yield is 0.740. (2) The yield is 0.450. The catalyst is CCO. The reactants are [CH2:1]([N:8]1[C:17](=[O:18])[C:16]2[C:11](=[CH:12][C:13]([Cl:19])=[CH:14][CH:15]=2)[N:10]=[C:9]1[CH:20]([N:24]1[CH:28]=[C:27]([CH2:29][CH2:30][N:31]2C(=O)C3C(=CC=CC=3)C2=O)[N:26]=[C:25]1[C:42]1[CH:47]=[CH:46][C:45]([CH3:48])=[CH:44][CH:43]=1)[CH:21]([CH3:23])[CH3:22])[C:2]1[CH:7]=[CH:6][CH:5]=[CH:4][CH:3]=1.NN. The product is [NH2:31][CH2:30][CH2:29][C:27]1[N:26]=[C:25]([C:42]2[CH:47]=[CH:46][C:45]([CH3:48])=[CH:44][CH:43]=2)[N:24]([CH:20]([C:9]2[N:8]([CH2:1][C:2]3[CH:7]=[CH:6][CH:5]=[CH:4][CH:3]=3)[C:17](=[O:18])[C:16]3[C:11](=[CH:12][C:13]([Cl:19])=[CH:14][CH:15]=3)[N:10]=2)[CH:21]([CH3:23])[CH3:22])[CH:28]=1.